Dataset: Reaction yield outcomes from USPTO patents with 853,638 reactions. Task: Predict the reaction yield, written as a fraction of the theoretical maximum amount of product (1.0 means a 100% yield; for example, 0.34 means a 34% yield). (1) The reactants are [F:1][C:2]1[CH:7]=[CH:6][CH:5]=[C:4]([F:8])[C:3]=1[O:9][C:10]1[CH:15]=[CH:14][C:13]([N+:16]([O-])=O)=[CH:12][CH:11]=1.O.NN. The catalyst is CO.[Ni]. The product is [F:1][C:2]1[CH:7]=[CH:6][CH:5]=[C:4]([F:8])[C:3]=1[O:9][C:10]1[CH:11]=[CH:12][C:13]([NH2:16])=[CH:14][CH:15]=1. The yield is 0.910. (2) The reactants are [CH3:1][NH:2][CH2:3][C:4]1[O:5][C:6]2[CH:13]=[CH:12][CH:11]=[CH:10][C:7]=2[C:8]=1[CH3:9].CNCC1C=CC2C(=CC=CC=2)C=1CCC.[ClH:30].[N:31]1([CH2:37][CH2:38][N:39]2[CH2:44][C:43]3[CH:45]=[C:46](/[CH:49]=[CH:50]/[C:51](O)=[O:52])[CH:47]=[N:48][C:42]=3[NH:41][C:40]2=[O:54])[CH2:36][CH2:35][O:34][CH2:33][CH2:32]1. No catalyst specified. The product is [ClH:30].[CH3:1][N:2]([CH2:3][C:4]1[O:5][C:6]2[CH:13]=[CH:12][CH:11]=[CH:10][C:7]=2[C:8]=1[CH3:9])[C:51](=[O:52])/[CH:50]=[CH:49]/[C:46]1[CH:47]=[N:48][C:42]2[NH:41][C:40](=[O:54])[N:39]([CH2:38][CH2:37][N:31]3[CH2:32][CH2:33][O:34][CH2:35][CH2:36]3)[CH2:44][C:43]=2[CH:45]=1. The yield is 0.910. (3) The reactants are Cl[C:2]1[N:7]=[CH:6][N:5]=[C:4]([NH2:8])[CH:3]=1.CO[C:11]1[N:16]=[CH:15][C:14](B(O)O)=[CH:13]N=1.[C:20]([O-])([O-])=O.[Na+].[Na+]. The catalyst is COCCOC.CCO.O.Cl[Pd](Cl)([P](C1C=CC=CC=1)(C1C=CC=CC=1)C1C=CC=CC=1)[P](C1C=CC=CC=1)(C1C=CC=CC=1)C1C=CC=CC=1. The product is [N:16]1[CH:11]=[CH:20][CH:13]=[C:14]([C:2]2[N:7]=[CH:6][N:5]=[C:4]([NH2:8])[CH:3]=2)[CH:15]=1. The yield is 0.510. (4) The reactants are [Cl:1][C:2]1[CH:3]=[C:4]2[C:9](=[CH:10][C:11]=1[Cl:12])[N:8]=[C:7]([O:13][CH3:14])[C:6]([NH:15][C:16](=[O:20])OCC)=[N:5]2.[CH3:21][O:22][C:23]1[CH:24]=[C:25]([N:31]2[CH2:36][CH2:35][NH:34][CH2:33][CH2:32]2)[CH:26]=[C:27]([O:29][CH3:30])[CH:28]=1. No catalyst specified. The product is [Cl:1][C:2]1[CH:3]=[C:4]2[C:9](=[CH:10][C:11]=1[Cl:12])[N:8]=[C:7]([O:13][CH3:14])[C:6]([NH:15][C:16]([N:34]1[CH2:33][CH2:32][N:31]([C:25]3[CH:24]=[C:23]([O:22][CH3:21])[CH:28]=[C:27]([O:29][CH3:30])[CH:26]=3)[CH2:36][CH2:35]1)=[O:20])=[N:5]2. The yield is 0.680.